From a dataset of NCI-60 drug combinations with 297,098 pairs across 59 cell lines. Regression. Given two drug SMILES strings and cell line genomic features, predict the synergy score measuring deviation from expected non-interaction effect. (1) Drug 1: CCC1(CC2CC(C3=C(CCN(C2)C1)C4=CC=CC=C4N3)(C5=C(C=C6C(=C5)C78CCN9C7C(C=CC9)(C(C(C8N6C=O)(C(=O)OC)O)OC(=O)C)CC)OC)C(=O)OC)O.OS(=O)(=O)O. Drug 2: CNC(=O)C1=NC=CC(=C1)OC2=CC=C(C=C2)NC(=O)NC3=CC(=C(C=C3)Cl)C(F)(F)F. Cell line: SK-MEL-5. Synergy scores: CSS=6.13, Synergy_ZIP=-3.33, Synergy_Bliss=-2.05, Synergy_Loewe=-10.0, Synergy_HSA=-1.03. (2) Cell line: MOLT-4. Drug 1: CC1=CC2C(CCC3(C2CCC3(C(=O)C)OC(=O)C)C)C4(C1=CC(=O)CC4)C. Synergy scores: CSS=52.6, Synergy_ZIP=1.51, Synergy_Bliss=4.25, Synergy_Loewe=-23.0, Synergy_HSA=5.86. Drug 2: C1=CC=C(C=C1)NC(=O)CCCCCCC(=O)NO. (3) Drug 1: C1CC(=O)NC(=O)C1N2CC3=C(C2=O)C=CC=C3N. Drug 2: CC1C(C(CC(O1)OC2CC(CC3=C2C(=C4C(=C3O)C(=O)C5=CC=CC=C5C4=O)O)(C(=O)C)O)N)O. Cell line: NCI-H522. Synergy scores: CSS=47.5, Synergy_ZIP=4.42, Synergy_Bliss=7.53, Synergy_Loewe=-25.9, Synergy_HSA=7.13. (4) Drug 1: C1CCN(CC1)CCOC2=CC=C(C=C2)C(=O)C3=C(SC4=C3C=CC(=C4)O)C5=CC=C(C=C5)O. Drug 2: CCN(CC)CCNC(=O)C1=C(NC(=C1C)C=C2C3=C(C=CC(=C3)F)NC2=O)C. Cell line: NCI/ADR-RES. Synergy scores: CSS=-0.229, Synergy_ZIP=2.23, Synergy_Bliss=1.34, Synergy_Loewe=0.871, Synergy_HSA=-1.21. (5) Drug 1: C1=C(C(=O)NC(=O)N1)F. Drug 2: B(C(CC(C)C)NC(=O)C(CC1=CC=CC=C1)NC(=O)C2=NC=CN=C2)(O)O. Cell line: RPMI-8226. Synergy scores: CSS=68.9, Synergy_ZIP=-12.2, Synergy_Bliss=-23.8, Synergy_Loewe=-20.9, Synergy_HSA=-20.9. (6) Drug 1: CC1=C(C=C(C=C1)C(=O)NC2=CC(=CC(=C2)C(F)(F)F)N3C=C(N=C3)C)NC4=NC=CC(=N4)C5=CN=CC=C5. Drug 2: CNC(=O)C1=NC=CC(=C1)OC2=CC=C(C=C2)NC(=O)NC3=CC(=C(C=C3)Cl)C(F)(F)F. Cell line: LOX IMVI. Synergy scores: CSS=-6.51, Synergy_ZIP=2.97, Synergy_Bliss=-2.46, Synergy_Loewe=-7.14, Synergy_HSA=-7.63. (7) Drug 1: CS(=O)(=O)CCNCC1=CC=C(O1)C2=CC3=C(C=C2)N=CN=C3NC4=CC(=C(C=C4)OCC5=CC(=CC=C5)F)Cl. Drug 2: CC1C(C(CC(O1)OC2CC(OC(C2O)C)OC3=CC4=CC5=C(C(=O)C(C(C5)C(C(=O)C(C(C)O)O)OC)OC6CC(C(C(O6)C)O)OC7CC(C(C(O7)C)O)OC8CC(C(C(O8)C)O)(C)O)C(=C4C(=C3C)O)O)O)O. Cell line: A549. Synergy scores: CSS=68.2, Synergy_ZIP=-2.29, Synergy_Bliss=0.136, Synergy_Loewe=-13.8, Synergy_HSA=-0.166. (8) Drug 1: C(CC(=O)O)C(=O)CN.Cl. Drug 2: CS(=O)(=O)OCCCCOS(=O)(=O)C. Cell line: A549. Synergy scores: CSS=19.8, Synergy_ZIP=-8.24, Synergy_Bliss=-4.78, Synergy_Loewe=-6.63, Synergy_HSA=-2.41. (9) Synergy scores: CSS=20.7, Synergy_ZIP=-6.11, Synergy_Bliss=-0.927, Synergy_Loewe=-30.0, Synergy_HSA=-2.17. Drug 2: C1=CC=C(C(=C1)C(C2=CC=C(C=C2)Cl)C(Cl)Cl)Cl. Cell line: SF-268. Drug 1: CCC1(CC2CC(C3=C(CCN(C2)C1)C4=CC=CC=C4N3)(C5=C(C=C6C(=C5)C78CCN9C7C(C=CC9)(C(C(C8N6C=O)(C(=O)OC)O)OC(=O)C)CC)OC)C(=O)OC)O.OS(=O)(=O)O.